From a dataset of Reaction yield outcomes from USPTO patents with 853,638 reactions. Predict the reaction yield, written as a fraction of the theoretical maximum amount of product (1.0 means a 100% yield; for example, 0.34 means a 34% yield). The product is [CH2:22]([O:21][C:20](=[O:29])[NH:1][C:2]([C:3]#[N:4])([CH3:10])[CH2:5][S:6]([CH3:9])(=[O:8])=[O:7])[C:23]1[CH:28]=[CH:27][CH:26]=[CH:25][CH:24]=1. The reactants are [NH2:1][C:2]([CH3:10])([CH2:5][S:6]([CH3:9])(=[O:8])=[O:7])[C:3]#[N:4].CCN(C(C)C)C(C)C.[C:20](Cl)(=[O:29])[O:21][CH2:22][C:23]1[CH:28]=[CH:27][CH:26]=[CH:25][CH:24]=1. The catalyst is C1COCC1. The yield is 0.890.